From a dataset of Forward reaction prediction with 1.9M reactions from USPTO patents (1976-2016). Predict the product of the given reaction. (1) Given the reactants [CH2:1]([N:8](C)[C:9]1[C:14]([N+:15]([O-])=O)=[CH:13][CH:12]=[CH:11][N:10]=1)C1C=CC=CC=1, predict the reaction product. The product is: [CH3:1][NH:8][C:9]1[C:14]([NH2:15])=[CH:13][CH:12]=[CH:11][N:10]=1. (2) Given the reactants Br[C:2]1[CH:3]=[N:4][N:5]([C:9]2[CH:22]=[CH:21][C:12]([C:13]([NH:15][CH2:16][CH2:17][CH2:18][O:19][CH3:20])=[O:14])=[CH:11][N:10]=2)[C:6]=1[O:7][CH3:8].[CH3:23][C:24]1[CH:31]=[C:30](B2OC(C)(C)C(C)(C)O2)[CH:29]=[CH:28][C:25]=1[C:26]#[N:27].C(=O)(O)[O-].[Na+], predict the reaction product. The product is: [C:26]([C:25]1[CH:28]=[CH:29][C:30]([C:2]2[CH:3]=[N:4][N:5]([C:9]3[CH:22]=[CH:21][C:12]([C:13]([NH:15][CH2:16][CH2:17][CH2:18][O:19][CH3:20])=[O:14])=[CH:11][N:10]=3)[C:6]=2[O:7][CH3:8])=[CH:31][C:24]=1[CH3:23])#[N:27]. (3) Given the reactants [NH:1]1[CH:5]=[CH:4][N:3]=[N:2]1.Br[CH2:7][C:8]1[CH:15]=[CH:14][C:11]([CH:12]=[O:13])=[CH:10][CH:9]=1, predict the reaction product. The product is: [N:1]1([CH2:7][C:8]2[CH:15]=[CH:14][C:11]([CH:12]=[O:13])=[CH:10][CH:9]=2)[CH:5]=[CH:4][N:3]=[N:2]1. (4) The product is: [OH:2][CH:1]([C:24]1[CH:29]=[CH:28][CH:27]=[CH:26][CH:25]=1)[C:3]1[CH:4]=[C:5]([C:14]([O:16][CH2:17][CH3:18])=[O:15])[C:6](=[O:13])[N:7]2[C:12]=1[CH:11]=[CH:10][CH:9]=[CH:8]2. Given the reactants [CH:1]([C:3]1[CH:4]=[C:5]([C:14]([O:16][CH2:17][CH3:18])=[O:15])[C:6](=[O:13])[N:7]2[C:12]=1[CH:11]=[CH:10][CH:9]=[CH:8]2)=[O:2].C1COCC1.[C:24]1([Mg]Br)[CH:29]=[CH:28][CH:27]=[CH:26][CH:25]=1.[Cl-].[NH4+], predict the reaction product. (5) Given the reactants [CH3:1][O:2][C:3]1[CH:20]=[CH:19][C:18]2[C@@H:17]3[C@:8]([CH:22]=[CH2:23])([C@H:9]4[C@@:13]([CH2:15][CH2:16]3)([CH3:14])[C@@H:12]([OH:21])[CH2:11][CH2:10]4)[CH2:7][CH2:6][C:5]=2[CH:4]=1.[Cr](Cl)([O-])(=O)=O.[NH+]1C=CC=CC=1, predict the reaction product. The product is: [CH3:1][O:2][C:3]1[CH:20]=[CH:19][C:18]2[C@@H:17]3[C@:8]([CH:22]=[CH2:23])([C@H:9]4[C@@:13]([CH2:15][CH2:16]3)([CH3:14])[C:12](=[O:21])[CH2:11][CH2:10]4)[CH2:7][CH2:6][C:5]=2[CH:4]=1.